This data is from Experimentally validated miRNA-target interactions with 360,000+ pairs, plus equal number of negative samples. The task is: Binary Classification. Given a miRNA mature sequence and a target amino acid sequence, predict their likelihood of interaction. (1) The miRNA is mmu-miR-467g with sequence UAUACAUACACACACAUAUAU. The protein sequence of the target gene is MSASLDTGDFQEFLKHGLTAIASAPGSETRHSPKREEQLREKRAGLPDRHRRPIPARSRLVMLPKVETEAPGLVRSHGEQGQMPENMQVSQFKMVNYSYDEDLEELCPVCGDKVSGYHYGLLTCESCKGFFKRTVQNQKRYTCIENQNCQIDKTQRKRCPYCRFKKCIDVGMKLEAVRADRMRGGRNKFGPMYKRDRALKQQKKALIRANGLKLEAMSQVIQAMPSDLTSAIQNIHSASKGLPLSHVALPPTDYDRSPFVTSPISMTMPPHSSLHGYQPYGHFPSRAIKSEYPDPYSSSP.... Result: 0 (no interaction). (2) Result: 1 (interaction). The miRNA is mmu-miR-297a-5p with sequence AUGUAUGUGUGCAUGUGCAUGU. The protein sequence of the target gene is MHHEELILTLCILIVKSASKSCIHRSQIHVVEGEPFYLKPCGISAPVHRNETATMRWFKGSASHEYRELNNRSSPRVTFHDHTLEFWPVEMEDEGTYISQVGNDRRNWTLNVTKRNKHSCFSDKLVTSRDVEVNKSLHITCKNPNYEELIQDTWLYKNCKEISKTPRILKDAEFGDEGYYSCVFSVHHNGTRYNITKTVNITVIEGRSKVTPAILGPKCEKVGVELGKDVELNCSASLNKDDLFYWSIRKEDSSDPNVQEDRKETTTWISEGKLHASKILRFQKITENYLNVLYNCTVAN.... (3) The miRNA is hsa-miR-4709-3p with sequence UUGAAGAGGAGGUGCUCUGUAGC. The protein sequence of the target gene is MAAAATLRLSAQGTVTFEDVAVNFTWEEWNLLSEAQRCLYRDVTLENLALISSLGCWCGVEDEAAPSKQSIYIQRETQVRTPMAGVSPKKAHPCEMCGPILGDILHVADHQGTHHKQKLHRCEAWGNKLYDSGNFHQHQNEHIGEKPYRGSVEEALFAKRCKLHVSGESSVFSESGKDFLPRSGLLQQEASHTGEKSNSKTECVSPIQCGGAHYSCGESMKHFSTKHILSQHQRLLTREECYVCCECGKSFSKYASLSNHQRVHTEKKHECGECGKSFSKYVSFSNHQRVHTEKKHECGE.... Result: 0 (no interaction). (4) The miRNA is hsa-miR-1295a with sequence UUAGGCCGCAGAUCUGGGUGA. The protein sequence of the target gene is MAAAEAANCIMENFVATLANGMSLQPPLEEVSCGQAESSEKPNAEDMTSKDYYFDSYAHFGIHEEMLKDEVRTLTYRNSMFHNRHLFKDKVVLDVGSGTGILCMFAAKAGARKVIGIECSSISDYAVKIVKANKLDHVVTIIKGKVEEVELPVEKVDIIISEWMGYCLFYESMLNTVLYARDKWLAPDGLIFPDRATLYVTAIEDRQYKDYKIHWWENVYGFDMSCIKDVAIKEPLVDVVDPKQLVTNACLIKEVDIYTVKVEDLTFTSPFCLQVKRNDYVHALVAYFNIEFTRCHKRTG.... Result: 0 (no interaction). (5) The miRNA is mmu-miR-7a-5p with sequence UGGAAGACUAGUGAUUUUGUUGU. The protein sequence of the target gene is MEPDNSPRKIQFTVPLLEPHLDPEAAEQIRRRRPTPATLVLTSDQSSPEIDEDRIPNSLLKSTLSMSPRQRKKMTRTTPTMKELQTMVEHHLGQQKQGEEPEGATESTGNQESCPPGIPDTGSASRPDTPGTAQKSAESNPKTQEQCGVEPRTEDSSAHMLPLDSQGASLV. Result: 0 (no interaction).